From a dataset of CYP3A4 inhibition data for predicting drug metabolism from PubChem BioAssay. Regression/Classification. Given a drug SMILES string, predict its absorption, distribution, metabolism, or excretion properties. Task type varies by dataset: regression for continuous measurements (e.g., permeability, clearance, half-life) or binary classification for categorical outcomes (e.g., BBB penetration, CYP inhibition). Dataset: cyp3a4_veith. (1) The drug is COc1ccc(C2C(=O)N(C3CCCCC3)CC(=O)N2CC2COc3ccccc3O2)cc1. The result is 1 (inhibitor). (2) The compound is CCCCCCCCCCCC(=O)NC(C(=O)OCC)C(O)c1cccc([N+](=O)[O-])c1. The result is 1 (inhibitor).